The task is: Predict the product of the given reaction.. This data is from Forward reaction prediction with 1.9M reactions from USPTO patents (1976-2016). (1) Given the reactants C(OC([N:8]1[CH2:14][CH2:13][C:12]2[C:15]([S:20][C:21](=O)N(C)C)=[C:16]([Cl:19])[CH:17]=[CH:18][C:11]=2[CH2:10][CH2:9]1)=O)(C)(C)C.BrC[C:28]1[CH:37]=[CH:36][C:31]([C:32]([O:34][CH3:35])=[O:33])=[CH:30][CH:29]=1, predict the reaction product. The product is: [ClH:19].[Cl:19][C:16]1[CH:17]=[CH:18][C:11]2[CH2:10][CH2:9][NH:8][CH2:14][CH2:13][C:12]=2[C:15]=1[S:20][CH2:21][C:28]1[CH:37]=[CH:36][C:31]([C:32]([O:34][CH3:35])=[O:33])=[CH:30][CH:29]=1. (2) Given the reactants [C:1]([C:5]1[CH:20]=[CH:19][CH:18]=[CH:17][C:6]=1[O:7][C:8]1[N:13]=[C:12]([NH:14][CH3:15])[CH:11]=[CH:10][C:9]=1[NH2:16])([CH3:4])([CH3:3])[CH3:2].[C:21](C1NC=CN=1)(C1NC=CN=1)=[S:22], predict the reaction product. The product is: [C:1]([C:5]1[CH:20]=[CH:19][CH:18]=[CH:17][C:6]=1[O:7][C:8]1[N:13]=[C:12]([NH:14][CH3:15])[CH:11]=[CH:10][C:9]=1[N:16]=[C:21]=[S:22])([CH3:4])([CH3:2])[CH3:3]. (3) Given the reactants [C:1]1(=O)[C:13]2[C:5]([C:6]3[C:11]([CH:12]=2)=[CH:10][CH:9]=[CH:8][CH:7]=3)=[CH:4][CH:3]=[CH:2]1.[NH2:15][C:16]1[CH:21]=[CH:20][CH:19]=[CH:18][CH:17]=1, predict the reaction product. The product is: [NH2:15][C:16]1[CH:21]=[CH:20][CH:19]=[CH:18][C:17]=1[C:12]1([C:17]2[CH:18]=[CH:19][CH:20]=[CH:21][C:16]=2[NH2:15])[C:11]2[CH:10]=[CH:9][CH:8]=[CH:7][C:6]=2[C:5]2[C:13]1=[CH:1][CH:2]=[CH:3][CH:4]=2. (4) Given the reactants [Cl:1][C:2]1[CH:7]=[C:6]([O:8][CH3:9])[C:5]([CH3:10])=[CH:4][C:3]=1[C@H:11]([NH:13][S@@](C(C)(C)C)=O)[CH3:12].Cl, predict the reaction product. The product is: [ClH:1].[Cl:1][C:2]1[CH:7]=[C:6]([O:8][CH3:9])[C:5]([CH3:10])=[CH:4][C:3]=1[C@H:11]([NH2:13])[CH3:12].